Predict the reactants needed to synthesize the given product. From a dataset of Full USPTO retrosynthesis dataset with 1.9M reactions from patents (1976-2016). (1) Given the product [F:1][C:2]1[CH:3]=[CH:4][C:5]([NH2:9])=[C:6]([O:8][CH3:14])[CH:7]=1, predict the reactants needed to synthesize it. The reactants are: [F:1][C:2]1[CH:3]=[CH:4][C:5]([N+:9]([O-])=O)=[C:6]([OH:8])[CH:7]=1.CI.[C:14]([O-])([O-])=O.[K+].[K+]. (2) Given the product [C:12]([O:11][C:10](=[O:16])[NH:9][CH2:8][CH2:7][CH2:6][O:5][C:4]1[CH:17]=[CH:18][CH:19]=[CH:20][C:3]=1[CH2:2][N:1]=[C:31]=[O:33])([CH3:15])([CH3:14])[CH3:13], predict the reactants needed to synthesize it. The reactants are: [NH2:1][CH2:2][C:3]1[CH:20]=[CH:19][CH:18]=[CH:17][C:4]=1[O:5][CH2:6][CH2:7][CH2:8][NH:9][C:10](=[O:16])[O:11][C:12]([CH3:15])([CH3:14])[CH3:13].CCN(C(C)C)C(C)C.Cl[C:31](Cl)([O:33]C(=O)OC(Cl)(Cl)Cl)Cl. (3) Given the product [Cl:38][C:35]1[CH:36]=[CH:37][C:32]([CH:28]([C:29]([N:16]2[CH2:17][CH2:18][N:13]([C:11]3[C:12]4[C@H:4]([CH3:3])[CH2:5][CH2:6][C:7]=4[N:8]=[CH:9][N:10]=3)[CH2:14][CH2:15]2)=[O:30])[CH2:27][N:26]([CH:39]([CH3:40])[CH3:41])[C:24](=[O:25])[O:23][C:19]([CH3:21])([CH3:20])[CH3:22])=[CH:33][CH:34]=1, predict the reactants needed to synthesize it. The reactants are: Cl.Cl.[CH3:3][C@H:4]1[C:12]2[C:11]([N:13]3[CH2:18][CH2:17][NH:16][CH2:15][CH2:14]3)=[N:10][CH:9]=[N:8][C:7]=2[CH2:6][CH2:5]1.[C:19]([O:23][C:24]([N:26]([CH:39]([CH3:41])[CH3:40])[CH2:27][CH:28]([C:32]1[CH:37]=[CH:36][C:35]([Cl:38])=[CH:34][CH:33]=1)[C:29](O)=[O:30])=[O:25])([CH3:22])([CH3:21])[CH3:20].CN(C(ON1N=NC2C=CC=CC1=2)=[N+](C)C)C.F[P-](F)(F)(F)(F)F. (4) Given the product [C:3]([Si:7]([CH3:26])([CH3:25])[O:8][C@H:9]1[CH2:13][N:12]([C:14]([O:16][C:17]([CH3:19])([CH3:18])[CH3:20])=[O:15])[C@@H:11]([CH2:21][OH:22])[CH2:10]1)([CH3:6])([CH3:5])[CH3:4], predict the reactants needed to synthesize it. The reactants are: [BH4-].[Li+].[C:3]([Si:7]([CH3:26])([CH3:25])[O:8][C@H:9]1[CH2:13][N:12]([C:14]([O:16][C:17]([CH3:20])([CH3:19])[CH3:18])=[O:15])[C@@H:11]([C:21](OC)=[O:22])[CH2:10]1)([CH3:6])([CH3:5])[CH3:4]. (5) Given the product [Cl:1][C:2]1[CH:7]=[CH:6][C:5]([Cl:8])=[CH:4][C:3]=1[S:9]([NH:12][C:13]1[CH:14]=[CH:15][C:16]([C:29]2[N:34]=[C:33]3[NH:35][N:36]=[CH:37][C:32]3=[C:31]([N:44]3[CH2:45][CH2:46][O:47][CH2:48][CH2:49]3)[N:30]=2)=[CH:17][CH:18]=1)(=[O:10])=[O:11], predict the reactants needed to synthesize it. The reactants are: [Cl:1][C:2]1[CH:7]=[CH:6][C:5]([Cl:8])=[CH:4][C:3]=1[S:9]([NH:12][C:13]1[CH:18]=[CH:17][C:16](B2OC(C)(C)C(C)(C)O2)=[CH:15][CH:14]=1)(=[O:11])=[O:10].Cl[C:29]1[N:34]=[C:33]2[N:35](C3CCCCO3)[N:36]=[CH:37][C:32]2=[C:31]([N:44]2[CH2:49][CH2:48][O:47][CH2:46][CH2:45]2)[N:30]=1.C(=O)([O-])[O-].[Cs+].[Cs+].O. (6) Given the product [NH2:22][C:23]([CH3:15])([CH2:27][N:8]1[N:7]=[C:6]2[C:5]([Cl:11])=[C:4]([Br:12])[C:3]([Cl:13])=[C:2]([Br:1])[C:10]2=[N:9]1)[C:19]#[N:20], predict the reactants needed to synthesize it. The reactants are: [Br:1][C:2]1[C:10]2[N:9]=[N:8][NH:7][C:6]=2[C:5]([Cl:11])=[C:4]([Br:12])[C:3]=1[Cl:13].Br[C:15]1[C:23]2[N:22]=N[NH:20][C:19]=2C(Cl)=CC=1Cl.Cl[C:27]1C=C(Cl)C2NN=NC=2C=1. (7) Given the product [Br:13][C:14]1[CH:19]=[CH:18][C:17]([Si:23]([CH3:25])([CH3:24])[CH3:22])=[C:16]([F:20])[C:15]=1[F:21], predict the reactants needed to synthesize it. The reactants are: C(NC(C)C)(C)C.[Li]CCCC.[Br:13][C:14]1[CH:19]=[CH:18][CH:17]=[C:16]([F:20])[C:15]=1[F:21].[CH3:22][Si:23](Cl)([CH3:25])[CH3:24]. (8) Given the product [NH2:1][C:4]1[CH:12]=[CH:11][CH:10]=[C:9]2[C:5]=1[CH:6]=[CH:7][N:8]2[C:13]1[CH:18]=[CH:17][N:16]=[C:15]([NH:19][C@H:20]2[CH2:21][CH2:22][C@H:23]([OH:26])[CH2:24][CH2:25]2)[N:14]=1, predict the reactants needed to synthesize it. The reactants are: [N+:1]([C:4]1[CH:12]=[CH:11][CH:10]=[C:9]2[C:5]=1[CH:6]=[CH:7][N:8]2[C:13]1[CH:18]=[CH:17][N:16]=[C:15]([NH:19][C@H:20]2[CH2:25][CH2:24][C@H:23]([OH:26])[CH2:22][CH2:21]2)[N:14]=1)([O-])=O.CCO.[Cl-].[NH4+].